From a dataset of Forward reaction prediction with 1.9M reactions from USPTO patents (1976-2016). Predict the product of the given reaction. Given the reactants [NH2:1][C:2]1[CH:3]=[C:4]([C:8]2[CH:13]=[CH:12][CH:11]=[C:10]([S:14]([NH:17][CH:18]([C:25]3[CH:30]=[CH:29][CH:28]=[CH:27][CH:26]=3)[CH2:19][C:20]([O:22][CH2:23][CH3:24])=[O:21])(=[O:16])=[O:15])[CH:9]=2)[CH:5]=[CH:6][CH:7]=1.[C:31](Cl)(Cl)=[S:32].[C:35]1([NH2:42])[CH:40]=[CH:39][CH:38]=[CH:37][C:36]=1[NH2:41], predict the reaction product. The product is: [NH2:41][C:36]1[CH:37]=[CH:38][CH:39]=[CH:40][C:35]=1[NH:42][C:31]([NH:1][C:2]1[CH:3]=[C:4]([C:8]2[CH:13]=[CH:12][CH:11]=[C:10]([S:14]([NH:17][CH:18]([C:25]3[CH:26]=[CH:27][CH:28]=[CH:29][CH:30]=3)[CH2:19][C:20]([O:22][CH2:23][CH3:24])=[O:21])(=[O:16])=[O:15])[CH:9]=2)[CH:5]=[CH:6][CH:7]=1)=[S:32].